Dataset: Full USPTO retrosynthesis dataset with 1.9M reactions from patents (1976-2016). Task: Predict the reactants needed to synthesize the given product. (1) Given the product [CH2:13]([O:1][C:2]1[CH:3]=[C:4]([CH:7]=[CH:8][C:9]=1[N+:10]([O-:12])=[O:11])[CH:5]=[O:6])[C:14]1[CH:19]=[CH:18][CH:17]=[CH:16][CH:15]=1, predict the reactants needed to synthesize it. The reactants are: [OH:1][C:2]1[CH:3]=[C:4]([CH:7]=[CH:8][C:9]=1[N+:10]([O-:12])=[O:11])[CH:5]=[O:6].[CH2:13](Br)[C:14]1[CH:19]=[CH:18][CH:17]=[CH:16][CH:15]=1.C(=O)([O-])[O-].[K+].[K+]. (2) Given the product [Br:1][C:2]1[CH:7]=[CH:6][C:5]([S:8]([NH:16][CH:13]([CH3:15])[CH3:14])(=[O:10])=[O:9])=[CH:4][C:3]=1[F:12], predict the reactants needed to synthesize it. The reactants are: [Br:1][C:2]1[CH:7]=[CH:6][C:5]([S:8](Cl)(=[O:10])=[O:9])=[CH:4][C:3]=1[F:12].[CH:13]([NH2:16])([CH3:15])[CH3:14]. (3) Given the product [C:1]([O:5][C:6]([N:8]1[C@H:17]([C:18](=[O:19])[NH:81][C@H:65]([C:64]([O:63][CH3:62])=[O:82])[CH2:66][C:67]2[CH:68]=[CH:69][C:70]([C:73]3[CH:78]=[CH:77][N:76]=[C:75]([CH3:79])[C:74]=3[CH3:80])=[CH:71][CH:72]=2)[CH2:16][C:15]2[CH:14]=[C:13]3[O:21][CH2:22][C@H:23]([C:25]4[CH:30]=[CH:29][C:28]([O:31][CH2:32][CH:33]5[CH2:38][CH2:37][CH2:36][CH2:35][CH2:34]5)=[CH:27][CH:26]=4)[O:24][C:12]3=[CH:11][C:10]=2[CH2:9]1)=[O:7])([CH3:4])([CH3:2])[CH3:3], predict the reactants needed to synthesize it. The reactants are: [C:1]([O:5][C:6]([N:8]1[C@H:17]([C:18](O)=[O:19])[CH2:16][C:15]2[CH:14]=[C:13]3[O:21][CH2:22][C@H:23]([C:25]4[CH:30]=[CH:29][C:28]([O:31][CH2:32][CH:33]5[CH2:38][CH2:37][CH2:36][CH2:35][CH2:34]5)=[CH:27][CH:26]=4)[O:24][C:12]3=[CH:11][C:10]=2[CH2:9]1)=[O:7])([CH3:4])([CH3:3])[CH3:2].CCN=C=NCCCN(C)C.C1C=CC2N(O)N=NC=2C=1.Cl.Cl.[CH3:62][O:63][C:64](=[O:82])[C@@H:65]([NH2:81])[CH2:66][C:67]1[CH:72]=[CH:71][C:70]([C:73]2[CH:78]=[CH:77][N:76]=[C:75]([CH3:79])[C:74]=2[CH3:80])=[CH:69][CH:68]=1.CN1CCOCC1.